Dataset: Blood-brain barrier permeability classification from the B3DB database. Task: Regression/Classification. Given a drug SMILES string, predict its absorption, distribution, metabolism, or excretion properties. Task type varies by dataset: regression for continuous measurements (e.g., permeability, clearance, half-life) or binary classification for categorical outcomes (e.g., BBB penetration, CYP inhibition). Dataset: b3db_classification. (1) The molecule is Nc1ncn(C2CC(O)C(CO)O2)c(=O)n1. The result is 0 (does not penetrate BBB). (2) The drug is CCNC(=O)[C@@H]1CCCN1C(=O)[C@H](CCCN=C(N)N)NC(=O)[C@H](CC(C)C)NC(=O)[C@@H](CC(C)C)NC(=O)[C@H](Cc1ccc(O)cc1)NC(=O)[C@H](CO)NC(=O)[C@H](Cc1c[nH]c2ccccc12)NC(=O)[C@H](Cc1cnc[nH]1)NC(=O)[C@@H]1CCC(=O)N1. The result is 0 (does not penetrate BBB). (3) The compound is CN1C(=O)CC(C)(c2ccccc2)C1=O. The result is 1 (penetrates BBB). (4) The compound is COc1ccc2c(c1)CN(C)C[C@H]2c1ccc(Cl)c(Cl)c1. The result is 1 (penetrates BBB). (5) The molecule is CCNC1CC(N)C(OC2OC(CN)=CCC2N)C(O)C1OC1OCC(O)C(NC)C1(C)O. The result is 0 (does not penetrate BBB). (6) The drug is CC(C)Nc1cccnc1N1CCN(C(=O)c2cc3cc(NS(C)(=O)=O)ccc3[nH]2)CC1. The result is 0 (does not penetrate BBB). (7) The drug is CCCCCCC(C)(C)c1cc(O)c2c(c1)OC(C)(C)[C@@H]1CCC(=O)C[C@@H]21. The result is 1 (penetrates BBB). (8) The drug is CC1(C)NC(=O)C(C=Cc2ccccc2)O1. The result is 1 (penetrates BBB). (9) The molecule is COc1cccc(OC)c1C(=O)N[C@@H]1C(=O)N2[C@@H](C(=O)O)C(C)(C)S[C@H]12. The result is 0 (does not penetrate BBB). (10) The molecule is CNCCCC1(C)C(=O)N(c2ccccc2)c2ccccc21. The result is 1 (penetrates BBB).